Dataset: Reaction yield outcomes from USPTO patents with 853,638 reactions. Task: Predict the reaction yield, written as a fraction of the theoretical maximum amount of product (1.0 means a 100% yield; for example, 0.34 means a 34% yield). (1) The reactants are Br[C:2]1[CH:7]=[C:6]([Cl:8])[CH:5]=[CH:4][C:3]=1[C:9]1[N:13]([CH2:14][CH:15]2[CH2:20][CH2:19][CH2:18][CH2:17][CH2:16]2)[C:12]2[CH:21]=[C:22]([F:26])[C:23]([F:25])=[CH:24][C:11]=2[N:10]=1.[C:27]([C:29]1[CH:36]=[CH:35][C:32]([C:33]#[N:34])=[CH:31][CH:30]=1)#[CH:28].C(N(CC)CC)C. The product is [Cl:8][C:6]1[CH:5]=[CH:4][C:3]([C:9]2[N:13]([CH2:14][CH:15]3[CH2:20][CH2:19][CH2:18][CH2:17][CH2:16]3)[C:12]3[CH:21]=[C:22]([F:26])[C:23]([F:25])=[CH:24][C:11]=3[N:10]=2)=[C:2]([C:28]#[C:27][C:29]2[CH:36]=[CH:35][C:32]([C:33]#[N:34])=[CH:31][CH:30]=2)[CH:7]=1. The catalyst is O1CCCC1.Cl[Pd](Cl)([P](C1C=CC=CC=1)(C1C=CC=CC=1)C1C=CC=CC=1)[P](C1C=CC=CC=1)(C1C=CC=CC=1)C1C=CC=CC=1.[Cu](I)I. The yield is 0.180. (2) The catalyst is CN(C=O)C.CCOC(C)=O. The product is [Cl:1][C:2]1[C:3]([O:14][CH:21]([CH3:23])[CH3:22])=[C:4]([F:13])[CH:5]=[C:6]2[C:11]=1[C:10](=[O:12])[NH:9][CH2:8][CH2:7]2. The yield is 0.400. The reactants are [Cl:1][C:2]1[C:3]([OH:14])=[C:4]([F:13])[CH:5]=[C:6]2[C:11]=1[C:10](=[O:12])[NH:9][CH2:8][CH2:7]2.C(=O)([O-])[O-].[Cs+].[Cs+].[CH:21](I)([CH3:23])[CH3:22]. (3) The catalyst is O1CCCC1.C(OCC)(=O)C. The reactants are Cl.Cl.[CH3:3][N:4]([CH:10]([C:17]1[CH:22]=[CH:21][CH:20]=[CH:19][CH:18]=1)[C:11]1[CH:16]=[CH:15][CH:14]=[CH:13][CH:12]=1)[CH2:5][C@@H:6]([NH:8][CH3:9])[CH3:7].C(N(CC)CC)C.[C:30](Cl)(=[O:32])[CH3:31]. The product is [C:11]1([CH:10]([N:4]([CH3:3])[CH2:5][C@@H:6]([N:8]([CH3:9])[C:30](=[O:32])[CH3:31])[CH3:7])[C:17]2[CH:18]=[CH:19][CH:20]=[CH:21][CH:22]=2)[CH:12]=[CH:13][CH:14]=[CH:15][CH:16]=1. The yield is 1.00. (4) The reactants are [C:1]([O:4][CH2:5][CH2:6][C:7]1[C:8]([NH:14][C:15]2[CH:19]=[C:18]([CH:20]3[CH2:22][CH2:21]3)[NH:17][N:16]=2)=[N:9][C:10](Br)=[N:11][CH:12]=1)(=[O:3])[CH3:2].[C:23]([NH:27][S:28]([C:31]1[S:32][C:33](B2OC(C)(C)C(C)(C)O2)=[CH:34][CH:35]=1)(=[O:30])=[O:29])([CH3:26])([CH3:25])[CH3:24].C([O-])([O-])=O.[K+].[K+].O1CCOCC1. The catalyst is C1C=CC(P(C2C=CC=CC=2)[C-]2C=CC=C2)=CC=1.C1C=CC(P(C2C=CC=CC=2)[C-]2C=CC=C2)=CC=1.Cl[Pd]Cl.[Fe+2].O. The product is [C:1]([O:4][CH2:5][CH2:6][C:7]1[C:8]([NH:14][C:15]2[CH:19]=[C:18]([CH:20]3[CH2:22][CH2:21]3)[NH:17][N:16]=2)=[N:9][C:10]([C:33]2[S:32][C:31]([S:28](=[O:30])(=[O:29])[NH:27][C:23]([CH3:24])([CH3:25])[CH3:26])=[CH:35][CH:34]=2)=[N:11][CH:12]=1)(=[O:3])[CH3:2]. The yield is 0.600. (5) The reactants are [C:1]([N:4]1[CH2:9][CH2:8][CH:7]([C:10]([OH:23])=[C:11]([C:14]2[S:15][C:16]3[CH:22]=[CH:21][CH:20]=[CH:19][C:17]=3[N:18]=2)[C:12]#[N:13])[CH2:6][CH2:5]1)(=[O:3])[CH3:2].C(N(CC)CC)C.[S:31](Cl)([C:34]1[CH:40]=[CH:39][C:37]([CH3:38])=[CH:36][CH:35]=1)(=[O:33])=[O:32]. The catalyst is ClCCl. The product is [C:1]([N:4]1[CH2:5][CH2:6][CH:7]([C:10]([O:23][S:31]([C:34]2[CH:40]=[CH:39][C:37]([CH3:38])=[CH:36][CH:35]=2)(=[O:33])=[O:32])=[C:11]([C:14]2[S:15][C:16]3[CH:22]=[CH:21][CH:20]=[CH:19][C:17]=3[N:18]=2)[C:12]#[N:13])[CH2:8][CH2:9]1)(=[O:3])[CH3:2]. The yield is 0.230. (6) The reactants are [H-].[Na+].[CH2:3]1[O:7][C@@H:6]2[C@@H:8]([OH:11])[CH2:9][O:10][C@@H:5]2[C@@H:4]1[OH:12].[CH:13]1[CH:18]=[CH:17][C:16]([CH2:19]Br)=[CH:15][CH:14]=1. The catalyst is CN(C=O)C. The product is [CH2:19]([O:12][CH:4]1[CH:5]2[O:10][CH2:9][CH:8]([OH:11])[CH:6]2[O:7][CH2:3]1)[C:16]1[CH:17]=[CH:18][CH:13]=[CH:14][CH:15]=1. The yield is 0.641. (7) The product is [F:25][C:20]1[CH:19]=[C:18]([CH:15]2[CH2:14][CH2:13][N:12]([C:3]3[C:4]([F:11])=[CH:5][C:6]([NH2:8])=[CH:7][C:2]=3[F:1])[CH2:17][CH2:16]2)[CH:23]=[CH:22][C:21]=1[F:24]. The catalyst is C1COCC1.[Pd]. The yield is 1.00. The reactants are [F:1][C:2]1[CH:7]=[C:6]([N+:8]([O-])=O)[CH:5]=[C:4]([F:11])[C:3]=1[N:12]1[CH2:17][CH:16]=[C:15]([C:18]2[CH:23]=[CH:22][C:21]([F:24])=[C:20]([F:25])[CH:19]=2)[CH2:14][CH2:13]1. (8) The reactants are BrC1C=C2C(=CC=1)C=C([C:12]1[CH:24]=[CH:23][C:15]3[O:16][C:17]4[CH:22]=[CH:21][CH:20]=[CH:19][C:18]=4[C:14]=3[CH:13]=1)C=C2.[CH2:25]([Li])[CH2:26][CH2:27][CH3:28].[B:30](OC(C)C)([O:35]C(C)C)[O:31]C(C)C.Cl.[CH3:44][CH2:45][CH2:46][CH2:47][CH2:48][CH3:49]. The catalyst is ClCCl.C1COCC1. The product is [CH:13]1[C:14]2[C:18]3[CH:19]=[CH:20][CH:21]=[CH:22][C:17]=3[O:16][C:15]=2[CH:23]=[CH:24][C:12]=1[C:26]1[CH:27]=[C:28]2[C:48](=[CH:49][CH:25]=1)[CH:47]=[C:46]([B:30]([OH:35])[OH:31])[CH:45]=[CH:44]2. The yield is 0.620. (9) The reactants are [CH3:1][O:2][C:3]1[CH:8]=[CH:7][C:6]([CH2:9][CH2:10][CH3:11])=[CH:5][C:4]=1[O:12][CH3:13].C(C1C(=O)C(Cl)=C(Cl)C(=[O:19])C=1C#N)#N.C(O)(=O)C. The catalyst is O1CCOCC1. The product is [CH3:13][O:12][C:4]1[CH:5]=[C:6]([CH:7]=[CH:8][C:3]=1[O:2][CH3:1])[CH:9]=[CH:10][CH:11]=[O:19]. The yield is 0.600.